Dataset: Forward reaction prediction with 1.9M reactions from USPTO patents (1976-2016). Task: Predict the product of the given reaction. (1) Given the reactants [CH3:1][C:2]1[N:12]=[C:11]([C:13]([F:16])([F:15])[F:14])[CH:10]=[CH:9][C:3]=1[C:4](OCC)=[O:5].[H-].[Al+3].[Li+].[H-].[H-].[H-], predict the reaction product. The product is: [CH3:1][C:2]1[C:3]([CH2:4][OH:5])=[CH:9][CH:10]=[C:11]([C:13]([F:15])([F:14])[F:16])[N:12]=1. (2) Given the reactants CC1[CH:3]=[C:4]2[C:12](=[CH:13][CH:14]=1)[NH:11][C:10]1[CH:9]([C:15]3[CH:20]=[CH:19][CH:18]=[C:17]([OH:21])[CH:16]=3)NCC[C:5]2=1.CC[N:24]([CH2:27][CH3:28])[CH2:25][CH3:26].[Br:29][CH2:30][C:31](Br)=[O:32], predict the reaction product. The product is: [Br:29][CH2:30][C:31]([N:24]1[CH2:25][CH2:26][C:3]2[C:4]3[C:12](=[CH:13][CH:14]=[C:10]([CH2:9][C:15]4[CH:20]=[CH:19][CH:18]=[C:17]([OH:21])[CH:16]=4)[CH:5]=3)[NH:11][C:28]=2[CH2:27]1)=[O:32]. (3) Given the reactants [C:1]([C:3]1[CH:49]=[CH:48][C:6]2[N:7](COCC[Si](C)(C)C)[C:8]([CH:10]([C:19]3[C:27]([CH3:28])=[CH:26][C:25]([CH3:29])=[C:24]4[C:20]=3[CH:21]=[CH:22][N:23]4S(C3C=CC(C)=CC=3)(=O)=O)[N:11](C)[C:12](=O)C(F)(F)F)=[N:9][C:5]=2[CH:4]=1)#[N:2].C(C1C=CC2N=C(C(C3C(C)=CC(C)=C4C=3C=CN4S(C3C=CC(C)=CC=3)(=O)=O)N(C)C(=O)C(F)(F)F)N(COCC[Si](C)(C)C)C=2C=1)#N, predict the reaction product. The product is: [CH3:28][C:27]1[C:19]([CH:10]([NH:11][CH3:12])[C:8]2[NH:7][C:6]3[CH:48]=[CH:49][C:3]([C:1]#[N:2])=[CH:4][C:5]=3[N:9]=2)=[C:20]2[C:24](=[C:25]([CH3:29])[CH:26]=1)[NH:23][CH:22]=[CH:21]2. (4) Given the reactants [F:1][C:2]1[C:7]([F:8])=[CH:6][CH:5]=[CH:4][C:3]=1[CH2:9][CH2:10][C:11](O)=O.[CH3:14][O:15][C:16]1[CH:17]=[C:18]([CH2:24][CH2:25][NH2:26])[CH:19]=[CH:20][C:21]=1[O:22][CH3:23], predict the reaction product. The product is: [F:1][C:2]1[C:7]([F:8])=[CH:6][CH:5]=[CH:4][C:3]=1[CH2:9][CH2:10][CH:11]1[C:19]2[C:18](=[CH:17][C:16]([O:15][CH3:14])=[C:21]([O:22][CH3:23])[CH:20]=2)[CH2:24][CH2:25][NH:26]1.